This data is from Full USPTO retrosynthesis dataset with 1.9M reactions from patents (1976-2016). The task is: Predict the reactants needed to synthesize the given product. (1) Given the product [F:1][CH:2]([F:13])[C:3]1[S:4][CH:5]=[C:6]([CH2:8][OH:9])[N:7]=1, predict the reactants needed to synthesize it. The reactants are: [F:1][CH:2]([F:13])[C:3]1[S:4][CH:5]=[C:6]([C:8](OCC)=[O:9])[N:7]=1.[BH4-].[Na+]. (2) Given the product [Cl:1][C:2]1[CH:3]=[C:4]([C:8]2[CH:9]=[C:10]([CH2:16][C:17]3[CH:25]=[CH:24][C:20]([NH:29][C:33]([NH:57][CH:55]4[CH2:56][O:53][CH2:54]4)=[O:42])=[CH:19][CH:18]=3)[CH:11]=[N:12][C:13]=2[O:14][CH3:15])[CH:5]=[CH:6][CH:7]=1, predict the reactants needed to synthesize it. The reactants are: [Cl:1][C:2]1[CH:3]=[C:4]([C:8]2[CH:9]=[C:10]([CH2:16][C:17]3[CH:25]=[CH:24][C:20](C(O)=O)=[CH:19][CH:18]=3)[CH:11]=[N:12][C:13]=2[O:14][CH3:15])[CH:5]=[CH:6][CH:7]=1.C([N:29]([CH2:33]C)C(C)C)(C)C.C1(P(N=[N+]=[N-])(C2C=CC=CC=2)=[O:42])C=CC=CC=1.Cl.[O:53]1[CH2:56][CH:55]([NH2:57])[CH2:54]1. (3) Given the product [Cl:8][C:9]1[N:10]=[C:11]([NH:7][CH2:1][C:2]2[O:6][CH:5]=[CH:4][CH:3]=2)[CH:12]=[N:13][CH:14]=1, predict the reactants needed to synthesize it. The reactants are: [CH2:1]([NH2:7])[C:2]1[O:6][CH:5]=[CH:4][CH:3]=1.[Cl:8][C:9]1[CH:14]=[N:13][CH:12]=[C:11](Cl)[N:10]=1. (4) Given the product [NH2:1][C:4]1[CH:5]=[C:6]([C:12]#[N:13])[C:7](=[CH:10][CH:11]=1)[C:8]#[N:9], predict the reactants needed to synthesize it. The reactants are: [N+:1]([C:4]1[CH:5]=[C:6]([C:12]#[N:13])[C:7](=[CH:10][CH:11]=1)[C:8]#[N:9])([O-])=O. (5) Given the product [OH:8][C:9]1[CH:10]=[C:11]([CH:15]2[CH2:19][C:18]3([CH2:24][CH2:23][N:22]([C:25]([O:27][C:28]([CH3:31])([CH3:30])[CH3:29])=[O:26])[CH2:21][CH2:20]3)[O:17][CH2:16]2)[CH:12]=[CH:13][CH:14]=1, predict the reactants needed to synthesize it. The reactants are: C([O:8][C:9]1[CH:10]=[C:11]([CH:15]2[CH2:19][C:18]3([CH2:24][CH2:23][N:22]([C:25]([O:27][C:28]([CH3:31])([CH3:30])[CH3:29])=[O:26])[CH2:21][CH2:20]3)[O:17][CH2:16]2)[CH:12]=[CH:13][CH:14]=1)C1C=CC=CC=1.[H][H]. (6) Given the product [S:23]1[C:24]2[CH:30]=[CH:29][CH:28]=[CH:27][C:25]=2[N:26]=[C:22]1[NH:20][N:21]=[C:1]([C:4]1[C:5]([CH3:19])=[N:6][N:7]([C:10]2[CH:11]=[C:12]([CH:16]=[CH:17][CH:18]=2)[C:13]([OH:15])=[O:14])[C:8]=1[OH:9])[CH3:2], predict the reactants needed to synthesize it. The reactants are: [C:1]([C:4]1[C:5]([CH3:19])=[N:6][N:7]([C:10]2[CH:11]=[C:12]([CH:16]=[CH:17][CH:18]=2)[C:13]([OH:15])=[O:14])[C:8]=1[OH:9])(=O)[CH3:2].[NH:20]([C:22]1[S:23][C:24]2[CH:30]=[CH:29][CH:28]=[CH:27][C:25]=2[N:26]=1)[NH2:21].